This data is from Full USPTO retrosynthesis dataset with 1.9M reactions from patents (1976-2016). The task is: Predict the reactants needed to synthesize the given product. (1) The reactants are: Cl.[OH:2][CH2:3][C:4](=[NH:8])OCC.[C:9]([OH:14])(=[O:13])[C:10]([OH:12])=[O:11].C(O)(=O)/C=C/C(O)=O.[NH2:23][CH2:24][C@@H:25]([O:32][C:33]1[CH:40]=[C:39]([Cl:41])[C:38]([F:42])=[CH:37][C:34]=1[C:35]#[N:36])[C:26]1[CH:31]=[CH:30][CH:29]=[CH:28][CH:27]=1. Given the product [C:9]([OH:14])(=[O:13])[C:10]([OH:12])=[O:11].[Cl:41][C:39]1[C:38]([F:42])=[CH:37][C:34]([C:35]#[N:36])=[C:33]([CH:40]=1)[O:32][CH:25]([C:26]1[CH:31]=[CH:30][CH:29]=[CH:28][CH:27]=1)[CH2:24][NH:23][C:4](=[NH:8])[CH2:3][OH:2].[Cl:41][C:39]1[C:38]([F:42])=[CH:37][C:34]([C:35]#[N:36])=[C:33]([CH:40]=1)[O:32][CH:25]([C:26]1[CH:31]=[CH:30][CH:29]=[CH:28][CH:27]=1)[CH2:24][NH:23][C:4](=[NH:8])[CH2:3][OH:2], predict the reactants needed to synthesize it. (2) Given the product [C:1]1([C:23]2[CH:28]=[CH:27][CH:26]=[CH:25][CH:24]=2)[CH:6]=[CH:5][CH:4]=[CH:3][C:2]=1[NH:7][C:8]([O:10][CH:11]1[CH2:12][CH2:13][N:14]([CH2:17][CH2:18][C:19]([OH:21])=[O:20])[CH2:15][CH2:16]1)=[O:9], predict the reactants needed to synthesize it. The reactants are: [C:1]1([C:23]2[CH:28]=[CH:27][CH:26]=[CH:25][CH:24]=2)[CH:6]=[CH:5][CH:4]=[CH:3][C:2]=1[NH:7][C:8]([O:10][CH:11]1[CH2:16][CH2:15][N:14]([CH2:17][CH2:18][C:19]([O:21]C)=[O:20])[CH2:13][CH2:12]1)=[O:9].[OH-].[Li+].O1CCCC1.Cl. (3) Given the product [CH2:26]([O:25][C:23]([NH:33][CH:34]([CH2:35][CH:36]([CH3:38])[CH3:37])[CH2:39][N:12]1[CH2:13][CH:14]([OH:15])[CH:10]([S:9][CH2:2][C:3]2[CH:4]=[CH:5][CH:6]=[CH:7][CH:8]=2)[CH2:11]1)=[O:24])[C:27]1[CH:32]=[CH:31][CH:30]=[CH:29][CH:28]=1, predict the reactants needed to synthesize it. The reactants are: Cl.[CH2:2]([S:9][CH:10]1[CH:14]([OH:15])[CH2:13][NH:12][CH2:11]1)[C:3]1[CH:8]=[CH:7][CH:6]=[CH:5][CH:4]=1.C(N(CC)CC)C.[C:23]([NH:33][C@H:34]([CH:39]=O)[CH2:35][CH:36]([CH3:38])[CH3:37])([O:25][CH2:26][C:27]1[CH:32]=[CH:31][CH:30]=[CH:29][CH:28]=1)=[O:24].C(O[BH-](OC(=O)C)OC(=O)C)(=O)C.[Na+]. (4) Given the product [CH2:25]([O:27][C:28](=[O:31])[CH2:29][C:12]1([C:9]2[CH:8]=[CH:7][C:6]([NH:5][C:2](=[O:4])[CH3:3])=[CH:11][CH:10]=2)[C:20](=[O:21])[C:19]2[C:14](=[CH:15][CH:16]=[CH:17][CH:18]=2)[C:13]1=[O:22])[CH3:26], predict the reactants needed to synthesize it. The reactants are: [Na].[C:2]([NH:5][C:6]1[CH:11]=[CH:10][C:9]([CH:12]2[C:20](=[O:21])[C:19]3[C:14](=[CH:15][CH:16]=[CH:17][CH:18]=3)[C:13]2=[O:22])=[CH:8][CH:7]=1)(=[O:4])[CH3:3].[I-].[Na+].[CH2:25]([O:27][C:28](=[O:31])[CH2:29]Cl)[CH3:26]. (5) Given the product [O:33]=[C:31]1[C:30]2[C:29](=[CH:37][CH:36]=[CH:35][CH:34]=2)[C:28](=[O:38])[N:32]1[CH2:2][C@@H:3]1[O:8][CH2:7][CH2:6][N:5]([C:9]([O:11][C:12]([CH3:13])([CH3:14])[CH3:15])=[O:10])[CH2:4]1, predict the reactants needed to synthesize it. The reactants are: O[CH2:2][C@@H:3]1[O:8][CH2:7][CH2:6][N:5]([C:9]([O:11][C:12]([CH3:15])([CH3:14])[CH3:13])=[O:10])[CH2:4]1.C(N(CC)CC)C.CS(Cl)(=O)=O.[C:28]1(=[O:38])[NH:32][C:31](=[O:33])[C:30]2=[CH:34][CH:35]=[CH:36][CH:37]=[C:29]12.[K].[OH-].[Na+]. (6) Given the product [Cl:27][C:20]1[CH:19]=[C:18]([C:15]2[CH:16]=[CH:17][N:13]([CH2:12][C@@H:11]([NH:10][C:7]([C:5]3[N:6]=[C:2]([CH3:1])[NH:3][CH:4]=3)=[O:9])[CH3:28])[N:14]=2)[CH:25]=[C:24]([F:26])[C:21]=1[C:22]#[N:23], predict the reactants needed to synthesize it. The reactants are: [CH3:1][C:2]1[NH:3][CH:4]=[C:5]([C:7]([OH:9])=O)[N:6]=1.[NH2:10][C@@H:11]([CH3:28])[CH2:12][N:13]1[CH2:17][CH2:16][C:15]([C:18]2[CH:25]=[C:24]([F:26])[C:21]([C:22]#[N:23])=[C:20]([Cl:27])[CH:19]=2)=[N:14]1. (7) Given the product [C:18]([O:21][C@@H:22]1[C@H:26]([CH2:27][CH2:28][CH2:29][CH2:30][CH2:31][CH2:32][C:33]([O:35][CH3:36])=[O:34])[C@@H:25](/[CH:37]=[CH:3]/[C:2](=[O:1])[CH2:10][CH2:11][CH2:12][CH2:13][CH3:14])[C@H:24]([O:39][CH:40]2[CH2:45][CH2:44][CH2:43][CH2:42][O:41]2)[CH2:23]1)(=[O:20])[CH3:19], predict the reactants needed to synthesize it. The reactants are: [O:1]=[C:2]([CH2:10][CH2:11][CH2:12][CH2:13][CH3:14])[CH2:3]P(=O)(OC)OC.O.[OH-].[Li+].[C:18]([O:21][C@@H:22]1[C@H:26]([CH2:27][CH2:28][CH2:29][CH2:30][CH2:31][CH2:32][C:33]([O:35][CH3:36])=[O:34])[C@@H:25]([CH:37]=O)[C@H:24]([O:39][CH:40]2[CH2:45][CH2:44][CH2:43][CH2:42][O:41]2)[CH2:23]1)(=[O:20])[CH3:19]. (8) The reactants are: [CH2:1]([O:3][C:4]([CH:6]1[CH2:10][CH2:9][CH2:8][CH:7]1[NH:11][CH2:12][C:13]1[CH:18]=[CH:17][C:16]([F:19])=[CH:15][CH:14]=1)=[O:5])[CH3:2].[O:20]=[S:21]1(=[O:35])[C:26]2[CH:27]=[CH:28][CH:29]=[CH:30][C:25]=2[NH:24][C:23]([CH2:31][C:32](O)=[O:33])=[N:22]1.CN1CCOCC1.Cl.CN(C)CCCN=C=NCC.Cl. Given the product [CH2:1]([O:3][C:4]([CH:6]1[CH2:10][CH2:9][CH2:8][CH:7]1[N:11]([C:32](=[O:33])[CH2:31][C:23]1[NH:24][C:25]2[CH:30]=[CH:29][CH:28]=[CH:27][C:26]=2[S:21](=[O:20])(=[O:35])[N:22]=1)[CH2:12][C:13]1[CH:14]=[CH:15][C:16]([F:19])=[CH:17][CH:18]=1)=[O:5])[CH3:2], predict the reactants needed to synthesize it.